Dataset: Reaction yield outcomes from USPTO patents with 853,638 reactions. Task: Predict the reaction yield, written as a fraction of the theoretical maximum amount of product (1.0 means a 100% yield; for example, 0.34 means a 34% yield). (1) The reactants are [CH2:1]([O:8][C:9]1[CH:18]=[C:17]2[C:12]([C:13](Cl)=[N:14][CH:15]=[N:16]2)=[CH:11][C:10]=1[O:20][CH3:21])[C:2]1[CH:7]=[CH:6][CH:5]=[CH:4][CH:3]=1.[F:22][C:23]1[CH:28]=[CH:27][C:26]([NH:29][C:30]([C:32]2([C:35]([NH:37][C:38]3[CH:43]=[CH:42][C:41]([OH:44])=[C:40]([F:45])[CH:39]=3)=[O:36])[CH2:34][CH2:33]2)=[O:31])=[CH:25][CH:24]=1.C(=O)([O-])[O-].[K+].[K+]. The catalyst is CC(N(C)C)=O. The product is [F:22][C:23]1[CH:24]=[CH:25][C:26]([NH:29][C:30]([C:32]2([C:35]([NH:37][C:38]3[CH:43]=[CH:42][C:41]([O:44][C:13]4[C:12]5[C:17](=[CH:18][C:9]([O:8][CH2:1][C:2]6[CH:7]=[CH:6][CH:5]=[CH:4][CH:3]=6)=[C:10]([O:20][CH3:21])[CH:11]=5)[N:16]=[CH:15][N:14]=4)=[C:40]([F:45])[CH:39]=3)=[O:36])[CH2:34][CH2:33]2)=[O:31])=[CH:27][CH:28]=1. The yield is 0.760. (2) The reactants are Cl[C:2]1[CH:7]=[CH:6][C:5]([S:8]([NH2:11])(=[O:10])=[O:9])=[CH:4][CH:3]=1.[NH2:12][NH2:13]. The product is [NH:12]([C:2]1[CH:7]=[CH:6][C:5]([S:8]([NH2:11])(=[O:10])=[O:9])=[CH:4][CH:3]=1)[NH2:13]. The catalyst is O. The yield is 0.950. (3) The reactants are [F:1][C:2]1[CH:3]=[CH:4][CH:5]=[C:6]2[C:11]=1[NH:10][C:9](=O)[CH:8]=[CH:7]2.P(Cl)(Cl)([Cl:15])=O. No catalyst specified. The product is [Cl:15][C:9]1[CH:8]=[CH:7][C:6]2[C:11](=[C:2]([F:1])[CH:3]=[CH:4][CH:5]=2)[N:10]=1. The yield is 0.740. (4) The reactants are [CH3:1][C:2]1[C:6]([CH3:7])=[C:5]([NH:8][C:9](=[O:16])OCC(Cl)(Cl)Cl)[O:4][N:3]=1.[C:17]1([C:29]2[CH:34]=[CH:33][CH:32]=[CH:31][CH:30]=2)[CH:22]=[CH:21][C:20]([N:23]2[CH2:28][CH2:27][NH:26][CH2:25][CH2:24]2)=[CH:19][CH:18]=1.C(N(C(C)C)CC)(C)C.O. The catalyst is CS(C)=O. The product is [C:17]1([C:29]2[CH:34]=[CH:33][CH:32]=[CH:31][CH:30]=2)[CH:22]=[CH:21][C:20]([N:23]2[CH2:24][CH2:25][N:26]([C:9]([NH:8][C:5]3[O:4][N:3]=[C:2]([CH3:1])[C:6]=3[CH3:7])=[O:16])[CH2:27][CH2:28]2)=[CH:19][CH:18]=1. The yield is 0.571. (5) The reactants are [CH2:1]=[C:2]1[CH2:8][CH:7]2[N:9]([C:10]([O:12][C:13]([CH3:16])([CH3:15])[CH3:14])=[O:11])[CH:4]([CH2:5][CH2:6]2)[CH2:3]1.[OH-:17].[Na+].OO. The catalyst is C1COCC1. The product is [OH:17][CH2:1][CH:2]1[CH2:3][CH:4]2[N:9]([C:10]([O:12][C:13]([CH3:16])([CH3:15])[CH3:14])=[O:11])[CH:7]([CH2:6][CH2:5]2)[CH2:8]1. The yield is 0.900. (6) The reactants are [NH2:1][C:2]1[CH:20]=[C:19]([N+:21]([O-:23])=[O:22])[CH:18]=[CH:17][C:3]=1[C:4]([NH:6][CH2:7][CH2:8][C:9]1[CH:14]=[CH:13][C:12]([Cl:15])=[CH:11][C:10]=1[Cl:16])=[O:5].[C:24](Cl)(Cl)=[O:25]. The catalyst is C1(C)C=CC=CC=1. The product is [Cl:16][C:10]1[CH:11]=[C:12]([Cl:15])[CH:13]=[CH:14][C:9]=1[CH2:8][CH2:7][N:6]1[C:4](=[O:5])[C:3]2[C:2](=[CH:20][C:19]([N+:21]([O-:23])=[O:22])=[CH:18][CH:17]=2)[NH:1][C:24]1=[O:25]. The yield is 0.860.